From a dataset of Full USPTO retrosynthesis dataset with 1.9M reactions from patents (1976-2016). Predict the reactants needed to synthesize the given product. (1) Given the product [F:35][C:36]1[CH:44]=[CH:43][C:42]([F:45])=[CH:41][C:37]=1[C:38]([NH:1][C:2]1[CH:7]=[CH:6][CH:5]=[C:4]([C:8]2[C:16]([C:17]3[CH:22]=[CH:21][N:20]=[C:19]([NH:23][C:24]4[CH:33]=[C:32]5[C:27]([CH2:28][CH2:29][N:30]([CH3:34])[CH2:31]5)=[CH:26][CH:25]=4)[N:18]=3)=[C:11]3[CH:12]=[CH:13][CH:14]=[CH:15][N:10]3[N:9]=2)[CH:3]=1)=[O:39], predict the reactants needed to synthesize it. The reactants are: [NH2:1][C:2]1[CH:3]=[C:4]([C:8]2[C:16]([C:17]3[CH:22]=[CH:21][N:20]=[C:19]([NH:23][C:24]4[CH:33]=[C:32]5[C:27]([CH2:28][CH2:29][N:30]([CH3:34])[CH2:31]5)=[CH:26][CH:25]=4)[N:18]=3)=[C:11]3[CH:12]=[CH:13][CH:14]=[CH:15][N:10]3[N:9]=2)[CH:5]=[CH:6][CH:7]=1.[F:35][C:36]1[CH:44]=[CH:43][C:42]([F:45])=[CH:41][C:37]=1[C:38](Cl)=[O:39]. (2) Given the product [Br:1][C:2]1[CH:3]=[C:4]([C:8]2[C:17]([N:18]([CH:20]([CH3:22])[CH3:21])[CH3:19])=[N:16][C:15]3[C:10](=[CH:11][CH:12]=[C:13]([C:23]([OH:25])=[O:24])[CH:14]=3)[N:9]=2)[CH:5]=[N:6][CH:7]=1, predict the reactants needed to synthesize it. The reactants are: [Br:1][C:2]1[CH:3]=[C:4]([C:8]2[C:17]([N:18]([CH:20]([CH3:22])[CH3:21])[CH3:19])=[N:16][C:15]3[C:10](=[CH:11][CH:12]=[C:13]([C:23]([O:25]C)=[O:24])[CH:14]=3)[N:9]=2)[CH:5]=[N:6][CH:7]=1.[OH-].[Na+].O. (3) Given the product [CH3:9][O:8][CH2:12][O:1][C:2]1[CH:3]=[N:4][CH:5]=[CH:6][CH:7]=1, predict the reactants needed to synthesize it. The reactants are: [OH:1][C:2]1[CH:3]=[N:4][CH:5]=[CH:6][CH:7]=1.[O:8]1[CH2:12]CC[CH2:9]1.CC(C)([O-])C.[K+].COCCl. (4) Given the product [Cl:1][C:2]1[CH:3]=[CH:4][C:5]([NH:8][C:9]([C:11]2[O:12][C:13]3[CH:33]=[CH:32][C:31]([C:34]([N:39]([CH3:40])[CH3:38])=[O:36])=[CH:30][C:14]=3[C:15]=2[NH:16][C:17]([C@H:19]2[CH2:24][CH2:23][C@H:22]([C:25]([N:27]([CH3:28])[CH3:29])=[O:26])[CH2:21][CH2:20]2)=[O:18])=[O:10])=[N:6][CH:7]=1, predict the reactants needed to synthesize it. The reactants are: [Cl:1][C:2]1[CH:3]=[CH:4][C:5]([NH:8][C:9]([C:11]2[O:12][C:13]3[CH:33]=[CH:32][C:31]([C:34]([OH:36])=O)=[CH:30][C:14]=3[C:15]=2[NH:16][C:17]([C@H:19]2[CH2:24][CH2:23][C@H:22]([C:25]([N:27]([CH3:29])[CH3:28])=[O:26])[CH2:21][CH2:20]2)=[O:18])=[O:10])=[N:6][CH:7]=1.Cl.[CH3:38][NH:39][CH3:40].ON1C2C=CC=CC=2N=N1.Cl.C(N=C=NCCCN(C)C)C.C(=O)([O-])O.[Na+]. (5) Given the product [C:21]([O:20][C:18]([NH:17][CH2:16][C@H:13]1[CH2:14][CH2:15][C@H:10]([C:8]([NH:7][C@H:6]([C:25]([OH:27])=[O:26])[CH2:5][C:4]2[CH:28]=[CH:29][CH:30]=[C:2]([C:40]3[CH:39]=[N:38][C:37]([O:36][CH2:35][CH2:34][CH2:33][N:32]([CH3:31])[CH3:52])=[CH:42][CH:41]=3)[CH:3]=2)=[O:9])[CH2:11][CH2:12]1)=[O:19])([CH3:24])([CH3:23])[CH3:22], predict the reactants needed to synthesize it. The reactants are: Br[C:2]1[CH:3]=[C:4]([CH:28]=[CH:29][CH:30]=1)[CH2:5][C@@H:6]([C:25]([OH:27])=[O:26])[NH:7][C:8]([C@H:10]1[CH2:15][CH2:14][C@H:13]([CH2:16][NH:17][C:18]([O:20][C:21]([CH3:24])([CH3:23])[CH3:22])=[O:19])[CH2:12][CH2:11]1)=[O:9].[CH3:31][N:32]([CH3:52])[CH2:33][CH2:34][CH2:35][O:36][C:37]1[CH:42]=[CH:41][C:40](B2OC(C)(C)C(C)(C)O2)=[CH:39][N:38]=1.C(=O)([O-])[O-].[Na+].[Na+].O. (6) Given the product [NH2:33][C:32]1[CH:34]=[C:35]([C:2]2[C:10]3[C:5](=[N:6][CH:7]=[N:8][C:9]=3[NH2:11])[N:4]([CH:12]([C:14]3[CH:15]=[C:16]4[N:21]([C:22]=3[C:23]3[CH:28]=[CH:27][CH:26]=[CH:25][N:24]=3)[CH:20]=[CH:19][CH:18]=[CH:17]4)[CH3:13])[N:3]=2)[CH:36]=[C:30]([F:29])[CH:31]=1, predict the reactants needed to synthesize it. The reactants are: I[C:2]1[C:10]2[C:5](=[N:6][CH:7]=[N:8][C:9]=2[NH2:11])[N:4]([CH:12]([C:14]2[CH:15]=[C:16]3[N:21]([C:22]=2[C:23]2[CH:28]=[CH:27][CH:26]=[CH:25][N:24]=2)[CH:20]=[CH:19][CH:18]=[CH:17]3)[CH3:13])[N:3]=1.[F:29][C:30]1[CH:31]=[C:32]([CH:34]=[C:35](B2OC(C)(C)C(C)(C)O2)[CH:36]=1)[NH2:33].CCO.C([O-])([O-])=O.[Na+].[Na+]. (7) Given the product [ClH:1].[ClH:1].[Cl:1][CH:4]([CH2:16][N:17]1[CH2:22][CH2:21][CH2:20][CH2:19][CH2:18]1)[CH2:5][O:6][NH:7][C:8]([C:10]1[CH:11]=[N:12][CH:13]=[CH:14][CH:15]=1)=[NH:9], predict the reactants needed to synthesize it. The reactants are: [ClH:1].Cl.O[CH:4]([CH2:16][N:17]1[CH2:22][CH2:21][CH2:20][CH2:19][CH2:18]1)[CH2:5][O:6][NH:7][C:8]([C:10]1[CH:11]=[N:12][CH:13]=[CH:14][CH:15]=1)=[NH:9].